This data is from Reaction yield outcomes from USPTO patents with 853,638 reactions. The task is: Predict the reaction yield, written as a fraction of the theoretical maximum amount of product (1.0 means a 100% yield; for example, 0.34 means a 34% yield). The reactants are FC(F)(F)S(O[C:7]1[CH2:11][C@@H:10]([CH2:12][O:13][Si:14]([C:17]([CH3:20])([CH3:19])[CH3:18])([CH3:16])[CH3:15])[N:9]([C:21](=[O:44])[C:22]2[CH:27]=[C:26]([O:28][CH3:29])[C:25]([O:30][Si:31]([CH:38]([CH3:40])[CH3:39])([CH:35]([CH3:37])[CH3:36])[CH:32]([CH3:34])[CH3:33])=[CH:24][C:23]=2[N+:41]([O-:43])=[O:42])[CH:8]=1)(=O)=O.[CH:47](/B(O)O)=[CH:48]\[CH3:49].P([O-])([O-])([O-])=O.[K+].[K+].[K+].C(OCC)(=O)C. The catalyst is O1CCOCC1.C1C=CC([P]([Pd]([P](C2C=CC=CC=2)(C2C=CC=CC=2)C2C=CC=CC=2)([P](C2C=CC=CC=2)(C2C=CC=CC=2)C2C=CC=CC=2)[P](C2C=CC=CC=2)(C2C=CC=CC=2)C2C=CC=CC=2)(C2C=CC=CC=2)C2C=CC=CC=2)=CC=1.O. The product is [Si:14]([O:13][CH2:12][C@@H:10]1[CH2:11][C:7](/[CH:47]=[CH:48]/[CH3:49])=[CH:8][N:9]1[C:21]([C:22]1[CH:27]=[C:26]([O:28][CH3:29])[C:25]([O:30][Si:31]([CH:32]([CH3:34])[CH3:33])([CH:38]([CH3:39])[CH3:40])[CH:35]([CH3:36])[CH3:37])=[CH:24][C:23]=1[N+:41]([O-:43])=[O:42])=[O:44])([C:17]([CH3:18])([CH3:19])[CH3:20])([CH3:16])[CH3:15]. The yield is 0.700.